Dataset: TCR-epitope binding with 47,182 pairs between 192 epitopes and 23,139 TCRs. Task: Binary Classification. Given a T-cell receptor sequence (or CDR3 region) and an epitope sequence, predict whether binding occurs between them. (1) The epitope is GTSGSPIIDK. The TCR CDR3 sequence is CATSPGGGRDLYEQYF. Result: 0 (the TCR does not bind to the epitope). (2) The epitope is VLAWLYAAV. The TCR CDR3 sequence is CASSSLTGGDTQYF. Result: 1 (the TCR binds to the epitope). (3) The epitope is FLNRFTTTL. The TCR CDR3 sequence is CASNSGGNEQYF. Result: 0 (the TCR does not bind to the epitope). (4) The epitope is YLDAYNMMI. The TCR CDR3 sequence is CASSYQDGTYEQYF. Result: 1 (the TCR binds to the epitope). (5) The epitope is CINGVCWTV. The TCR CDR3 sequence is CASSQEPGAPNTGELFF. Result: 1 (the TCR binds to the epitope). (6) The epitope is RAKFKQLL. The TCR CDR3 sequence is CASSQDVVAGYNEQFF. Result: 0 (the TCR does not bind to the epitope). (7) The epitope is GTSGSPIVNR. The TCR CDR3 sequence is CASSLGPSGLSSYNEQFF. Result: 1 (the TCR binds to the epitope).